Task: Predict the reactants needed to synthesize the given product.. Dataset: Full USPTO retrosynthesis dataset with 1.9M reactions from patents (1976-2016) (1) Given the product [Br:46][C@@H:33]1[CH2:41][N:40]2[C@@H:35]([CH2:36][C:37]([O:44][CH3:45])([O:42][CH3:43])[CH2:38][CH2:39]2)[CH2:34]1, predict the reactants needed to synthesize it. The reactants are: C1(P(C2C=CC=CC=2)C2C=CC=CC=2)C=CC=CC=1.N(C(OCC)=O)=NC(OCC)=O.O[C@H:33]1[CH2:41][N:40]2[C@H:35]([CH2:36][C:37]([O:44][CH3:45])([O:42][CH3:43])[CH2:38][CH2:39]2)[CH2:34]1.[Br-:46].[Li+]. (2) Given the product [CH3:31][N:32]([CH3:33])[CH2:25][CH2:26][S:27]([N:12]1[CH2:11][CH2:10][CH:9]([NH:8][C:5]2[N:4]=[C:3]([C:15]3[N:16]([CH:21]([CH3:23])[CH3:22])[C:17]([CH3:20])=[N:18][CH:19]=3)[C:2]([F:1])=[CH:7][N:6]=2)[CH2:14][CH2:13]1)(=[O:29])=[O:28], predict the reactants needed to synthesize it. The reactants are: [F:1][C:2]1[C:3]([C:15]2[N:16]([CH:21]([CH3:23])[CH3:22])[C:17]([CH3:20])=[N:18][CH:19]=2)=[N:4][C:5]([NH:8][CH:9]2[CH2:14][CH2:13][NH:12][CH2:11][CH2:10]2)=[N:6][CH:7]=1.Cl[CH2:25][CH2:26][S:27](Cl)(=[O:29])=[O:28].[CH3:31][NH:32][CH3:33].